This data is from Peptide-MHC class I binding affinity with 185,985 pairs from IEDB/IMGT. The task is: Regression. Given a peptide amino acid sequence and an MHC pseudo amino acid sequence, predict their binding affinity value. This is MHC class I binding data. (1) The peptide sequence is NYIDKVRFL. The MHC is HLA-A01:01 with pseudo-sequence HLA-A01:01. The binding affinity (normalized) is 0.0847. (2) The binding affinity (normalized) is 0.0847. The peptide sequence is MTAAQIRRY. The MHC is SLA-20401 with pseudo-sequence SLA-20401.